Dataset: Forward reaction prediction with 1.9M reactions from USPTO patents (1976-2016). Task: Predict the product of the given reaction. (1) Given the reactants [CH3:1][N:2]1[CH2:7][CH2:6][N:5]([CH2:8][C:9]2[CH:17]=[CH:16][C:12]([C:13](O)=[O:14])=[CH:11][C:10]=2[C:18]([F:21])([F:20])[F:19])[CH2:4][CH2:3]1.F[P-](F)(F)(F)(F)F.N1(OC(N(C)C)=[N+](C)C)C2N=CC=CC=2N=N1.[NH2:46][C:47]1[CH:48]=[C:49]([C:54]2[CH:63]=[C:62]3[C:57]([CH:58]=[C:59]([NH:64][C:65]([CH:67]4[CH2:69][CH2:68]4)=[O:66])[N:60]=[CH:61]3)=[CH:56][CH:55]=2)[C:50]([CH3:53])=[N:51][CH:52]=1.C(N(CC)C(C)C)(C)C, predict the reaction product. The product is: [CH:67]1([C:65]([NH:64][C:59]2[N:60]=[CH:61][C:62]3[C:57]([CH:58]=2)=[CH:56][CH:55]=[C:54]([C:49]2[CH:48]=[C:47]([NH:46][C:13](=[O:14])[C:12]4[CH:16]=[CH:17][C:9]([CH2:8][N:5]5[CH2:6][CH2:7][N:2]([CH3:1])[CH2:3][CH2:4]5)=[C:10]([C:18]([F:21])([F:19])[F:20])[CH:11]=4)[CH:52]=[N:51][C:50]=2[CH3:53])[CH:63]=3)=[O:66])[CH2:68][CH2:69]1. (2) Given the reactants [CH3:1][S:2](Cl)(=[O:4])=[O:3].[F:6][C:7]([F:38])([F:37])[C:8]1[CH:9]=[C:10]([C@H:18]([O:20][C@@H:21]2[C@@H:26]([C:27]3[CH:32]=[CH:31][C:30]([F:33])=[C:29]([F:34])[CH:28]=3)[C@H:25]([CH2:35][OH:36])[CH2:24][CH2:23][O:22]2)[CH3:19])[CH:11]=[C:12]([C:14]([F:17])([F:16])[F:15])[CH:13]=1.C(N(CC)CC)C, predict the reaction product. The product is: [F:38][C:7]([F:6])([F:37])[C:8]1[CH:9]=[C:10]([C@H:18]([O:20][C@@H:21]2[C@@H:26]([C:27]3[CH:32]=[CH:31][C:30]([F:33])=[C:29]([F:34])[CH:28]=3)[C@H:25]([CH2:35][O:36][S:2]([CH3:1])(=[O:4])=[O:3])[CH2:24][CH2:23][O:22]2)[CH3:19])[CH:11]=[C:12]([C:14]([F:15])([F:16])[F:17])[CH:13]=1. (3) The product is: [Si:1]([O:8][C@H:9]1[CH2:10][C:11](=[O:16])[N:12]([C:18]2[CH:25]=[CH:24][C:21]([C:22]#[N:23])=[C:20]([Cl:26])[CH:19]=2)[C@H:13]1[CH2:14][CH3:15])([C:4]([CH3:7])([CH3:6])[CH3:5])([CH3:3])[CH3:2]. Given the reactants [Si:1]([O:8][C@@H:9]1[C@H:13]([CH2:14][CH3:15])[NH:12][C:11](=[O:16])[CH2:10]1)([C:4]([CH3:7])([CH3:6])[CH3:5])([CH3:3])[CH3:2].Br[C:18]1[CH:25]=[CH:24][C:21]([C:22]#[N:23])=[C:20]([Cl:26])[CH:19]=1.C(=O)([O-])[O-].[Cs+].[Cs+].C1(P(C2C=CC=CC=2)C2C3OC4C(=CC=CC=4P(C4C=CC=CC=4)C4C=CC=CC=4)C(C)(C)C=3C=CC=2)C=CC=CC=1, predict the reaction product. (4) Given the reactants [NH2:1][C:2]1[C:11]2[N:10]=[CH:9][C:8]([C:12](OCC)=[O:13])=[CH:7][C:6]=2[C:5]2[CH:17]=[CH:18][C:19]([CH3:21])=[CH:20][C:4]=2[N:3]=1.[Li+].[B-](CC)(CC)CC, predict the reaction product. The product is: [NH2:1][C:2]1[C:11]2[N:10]=[CH:9][C:8]([CH2:12][OH:13])=[CH:7][C:6]=2[C:5]2[CH:17]=[CH:18][C:19]([CH3:21])=[CH:20][C:4]=2[N:3]=1. (5) Given the reactants C([O-])=O.[NH4+].[CH2:5]([O:12][C:13]1[CH:18]=[CH:17][C:16]([N+:19]([O-])=O)=[CH:15][C:14]=1[F:22])[C:6]1[CH:11]=[CH:10][CH:9]=[CH:8][CH:7]=1.C1(C)C=CC=CC=1, predict the reaction product. The product is: [CH2:5]([O:12][C:13]1[CH:18]=[CH:17][C:16]([NH2:19])=[CH:15][C:14]=1[F:22])[C:6]1[CH:7]=[CH:8][CH:9]=[CH:10][CH:11]=1. (6) Given the reactants [O:1]1[CH2:6][CH2:5][O:4][C:3]2[CH:7]=[C:8]([OH:11])[CH:9]=[CH:10][C:2]1=2.[C:12]([O-])([O-])=O.[K+].[K+].IC, predict the reaction product. The product is: [CH3:12][O:11][C:8]1[CH:9]=[CH:10][C:2]2[O:1][CH2:6][CH2:5][O:4][C:3]=2[CH:7]=1. (7) Given the reactants [Br:1][C:2]1[C:3]([O:11][CH3:12])=[CH:4][C:5]([Cl:10])=C([CH:9]=1)C#N.[OH-:13].[Na+].[CH3:15][CH2:16][OH:17], predict the reaction product. The product is: [Br:1][C:2]1[C:3]([O:11][CH3:12])=[CH:4][C:5]([Cl:10])=[C:15]([CH:9]=1)[C:16]([OH:13])=[O:17]. (8) Given the reactants C[O:2][C:3](=[O:41])[CH2:4][O:5][C:6]1[CH:11]=[CH:10][C:9]([O:12][CH2:13][C:14]#[C:15][C:16]2[CH:21]=[C:20]([C:22]#[C:23][CH2:24][N:25]3[CH2:30][CH2:29][O:28][CH2:27][CH2:26]3)[CH:19]=[C:18]([C:31]#[C:32][C:33]3[CH:38]=[CH:37][C:36]([Cl:39])=[CH:35][CH:34]=3)[CH:17]=2)=[CH:8][C:7]=1[CH3:40].[Li+].[OH-].O.Cl, predict the reaction product. The product is: [Cl:39][C:36]1[CH:37]=[CH:38][C:33]([C:32]#[C:31][C:18]2[CH:17]=[C:16]([C:15]#[C:14][CH2:13][O:12][C:9]3[CH:10]=[CH:11][C:6]([O:5][CH2:4][C:3]([OH:41])=[O:2])=[C:7]([CH3:40])[CH:8]=3)[CH:21]=[C:20]([C:22]#[C:23][CH2:24][N:25]3[CH2:26][CH2:27][O:28][CH2:29][CH2:30]3)[CH:19]=2)=[CH:34][CH:35]=1. (9) Given the reactants C([O-])([O-])=O.[K+].[K+].[C:7]([O:11][C:12]([N:14]1[CH2:19][C@H:18]([CH2:20]Cl)[N:17]([CH2:22][C:23]2[CH:28]=[CH:27][CH:26]=[CH:25][CH:24]=2)[CH2:16][C@H:15]1[CH3:29])=[O:13])([CH3:10])([CH3:9])[CH3:8].[CH3:30][C@@H:31]1[CH2:36][O:35][CH2:34][C@@H:33]([CH3:37])[NH:32]1, predict the reaction product. The product is: [C:7]([O:11][C:12]([N:14]1[CH2:19][C@H:18]([CH2:20][N:32]2[C@H:33]([CH3:37])[CH2:34][O:35][CH2:36][C@H:31]2[CH3:30])[N:17]([CH2:22][C:23]2[CH:28]=[CH:27][CH:26]=[CH:25][CH:24]=2)[CH2:16][C@H:15]1[CH3:29])=[O:13])([CH3:10])([CH3:9])[CH3:8]. (10) The product is: [NH2:1][C:2]1[N:10]=[C:9]([O:11][CH2:12][CH2:13][CH2:14][CH3:15])[N:8]=[C:7]2[C:3]=1[NH:4][C:5](=[O:43])[N:6]2[CH2:16][CH2:17][CH2:18][N:19]([CH2:31][C:32]1[CH:37]=[CH:36][CH:35]=[C:34]([CH2:38][C:39]([O:41][CH3:42])=[O:40])[CH:33]=1)[C:20](=[O:30])[CH2:21][CH2:22][C:23]([OH:25])=[O:24]. Given the reactants [NH2:1][C:2]1[N:10]=[C:9]([O:11][CH2:12][CH2:13][CH2:14][CH3:15])[N:8]=[C:7]2[C:3]=1[NH:4][C:5](=[O:43])[N:6]2[CH2:16][CH2:17][CH2:18][N:19]([CH2:31][C:32]1[CH:37]=[CH:36][CH:35]=[C:34]([CH2:38][C:39]([O:41][CH3:42])=[O:40])[CH:33]=1)[C:20](=[O:30])[CH2:21][CH2:22][C:23]([O:25]C(C)(C)C)=[O:24].C(O)(C(F)(F)F)=O, predict the reaction product.